This data is from NCI-60 drug combinations with 297,098 pairs across 59 cell lines. The task is: Regression. Given two drug SMILES strings and cell line genomic features, predict the synergy score measuring deviation from expected non-interaction effect. (1) Drug 1: C1CCC(C1)C(CC#N)N2C=C(C=N2)C3=C4C=CNC4=NC=N3. Drug 2: CC(C)NC(=O)C1=CC=C(C=C1)CNNC.Cl. Cell line: SK-MEL-28. Synergy scores: CSS=-12.7, Synergy_ZIP=4.27, Synergy_Bliss=0.558, Synergy_Loewe=-7.18, Synergy_HSA=-6.05. (2) Drug 1: CC12CCC(CC1=CCC3C2CCC4(C3CC=C4C5=CN=CC=C5)C)O. Drug 2: C1C(C(OC1N2C=C(C(=O)NC2=O)F)CO)O. Cell line: BT-549. Synergy scores: CSS=17.0, Synergy_ZIP=-3.46, Synergy_Bliss=-0.378, Synergy_Loewe=-5.55, Synergy_HSA=-0.417. (3) Drug 1: CC12CCC(CC1=CCC3C2CCC4(C3CC=C4C5=CN=CC=C5)C)O. Drug 2: CC1=C2C(C(=O)C3(C(CC4C(C3C(C(C2(C)C)(CC1OC(=O)C(C(C5=CC=CC=C5)NC(=O)OC(C)(C)C)O)O)OC(=O)C6=CC=CC=C6)(CO4)OC(=O)C)OC)C)OC. Cell line: HOP-92. Synergy scores: CSS=31.7, Synergy_ZIP=3.67, Synergy_Bliss=5.50, Synergy_Loewe=-17.7, Synergy_HSA=6.92. (4) Drug 1: CC(CN1CC(=O)NC(=O)C1)N2CC(=O)NC(=O)C2. Drug 2: C1CCC(C(C1)N)N.C(=O)(C(=O)[O-])[O-].[Pt+4]. Cell line: HT29. Synergy scores: CSS=38.6, Synergy_ZIP=-12.1, Synergy_Bliss=-5.48, Synergy_Loewe=-1.67, Synergy_HSA=-0.900. (5) Drug 1: CC(C1=C(C=CC(=C1Cl)F)Cl)OC2=C(N=CC(=C2)C3=CN(N=C3)C4CCNCC4)N. Drug 2: C(=O)(N)NO. Cell line: HS 578T. Synergy scores: CSS=-5.71, Synergy_ZIP=3.67, Synergy_Bliss=3.68, Synergy_Loewe=-4.19, Synergy_HSA=-2.15. (6) Drug 1: CC1=C2C(C(=O)C3(C(CC4C(C3C(C(C2(C)C)(CC1OC(=O)C(C(C5=CC=CC=C5)NC(=O)OC(C)(C)C)O)O)OC(=O)C6=CC=CC=C6)(CO4)OC(=O)C)O)C)O. Drug 2: C#CCC(CC1=CN=C2C(=N1)C(=NC(=N2)N)N)C3=CC=C(C=C3)C(=O)NC(CCC(=O)O)C(=O)O. Cell line: OVCAR-4. Synergy scores: CSS=52.7, Synergy_ZIP=0.501, Synergy_Bliss=-1.10, Synergy_Loewe=-6.95, Synergy_HSA=0.292. (7) Drug 1: C1=CC(=CC=C1CCC2=CNC3=C2C(=O)NC(=N3)N)C(=O)NC(CCC(=O)O)C(=O)O. Drug 2: CN(C(=O)NC(C=O)C(C(C(CO)O)O)O)N=O. Cell line: MALME-3M. Synergy scores: CSS=12.4, Synergy_ZIP=-4.06, Synergy_Bliss=-1.04, Synergy_Loewe=-13.0, Synergy_HSA=1.08. (8) Drug 1: CN1C2=C(C=C(C=C2)N(CCCl)CCCl)N=C1CCCC(=O)O.Cl. Drug 2: COC1=NC(=NC2=C1N=CN2C3C(C(C(O3)CO)O)O)N. Cell line: RPMI-8226. Synergy scores: CSS=-5.80, Synergy_ZIP=5.02, Synergy_Bliss=3.65, Synergy_Loewe=-5.90, Synergy_HSA=-4.84. (9) Drug 1: C1=NC2=C(N1)C(=S)N=C(N2)N. Drug 2: CN(CCCl)CCCl.Cl. Cell line: NCI-H460. Synergy scores: CSS=42.3, Synergy_ZIP=0.444, Synergy_Bliss=1.35, Synergy_Loewe=-5.74, Synergy_HSA=0.921.